This data is from Full USPTO retrosynthesis dataset with 1.9M reactions from patents (1976-2016). The task is: Predict the reactants needed to synthesize the given product. (1) Given the product [CH3:14][Si:15]([CH3:25])(/[CH:2]=[CH:3]\[CH2:4][CH2:5][CH2:6][CH2:7][CH3:8])[OH:16], predict the reactants needed to synthesize it. The reactants are: I/[CH:2]=[CH:3]\[CH2:4][CH2:5][CH2:6][CH2:7][CH3:8].C([Li])CCC.[CH3:14][Si:15]1([CH3:25])[O:16][Si:15]([CH3:25])([CH3:14])[O:16][Si:15]([CH3:25])([CH3:14])[O:16]1. (2) Given the product [CH:1]([C:4]1[CH:5]=[CH:6][C:7]([C:10]2[N:11]=[C:12]([NH:15][C:20]([CH:16]3[CH2:19][CH2:18][CH2:17]3)=[O:21])[S:13][CH:14]=2)=[CH:8][CH:9]=1)([CH3:3])[CH3:2], predict the reactants needed to synthesize it. The reactants are: [CH:1]([C:4]1[CH:9]=[CH:8][C:7]([C:10]2[N:11]=[C:12]([NH2:15])[S:13][CH:14]=2)=[CH:6][CH:5]=1)([CH3:3])[CH3:2].[CH:16]1([C:20](Cl)=[O:21])[CH2:19][CH2:18][CH2:17]1.N1C=CC=CC=1. (3) Given the product [CH2:13]([O:10][C:8]1[CH:9]=[C:4]([Br:3])[CH:5]=[CH:6][C:7]=1[O:11][CH3:12])[C:14]1[CH:19]=[CH:18][CH:17]=[CH:16][CH:15]=1, predict the reactants needed to synthesize it. The reactants are: [H-].[Na+].[Br:3][C:4]1[CH:5]=[CH:6][C:7]([O:11][CH3:12])=[C:8]([OH:10])[CH:9]=1.[CH2:13](Br)[C:14]1[CH:19]=[CH:18][CH:17]=[CH:16][CH:15]=1. (4) Given the product [Cl:11][C:12]1[CH:13]=[C:14]([CH:31]=[CH:32][C:33]=1[O:34][CH2:35][C:36]1[CH:41]=[CH:40][CH:39]=[CH:38][N:37]=1)[NH:15][C:16]1[C:25]2[C:20](=[CH:21][CH:22]=[CH:23][C:24]=2[O:26][CH2:27][CH:28]([N:3]([CH3:4])[CH3:1])[CH3:30])[N:19]=[CH:18][N:17]=1, predict the reactants needed to synthesize it. The reactants are: [CH2:1]([NH+:3](CC)[CH2:4]C)C.CNC.[Cl:11][C:12]1[CH:13]=[C:14]([CH:31]=[CH:32][C:33]=1[O:34][CH2:35][C:36]1[CH:41]=[CH:40][CH:39]=[CH:38][N:37]=1)[NH:15][C:16]1[C:25]2[C:20](=[CH:21][CH:22]=[CH:23][C:24]=2[O:26][CH2:27][C:28]([CH3:30])=O)[N:19]=[CH:18][N:17]=1. (5) Given the product [CH3:1][N:2]1[CH2:8][CH2:7][CH2:6][CH2:5][C:4]2[CH:9]=[C:10]([NH2:13])[CH:11]=[CH:12][C:3]1=2, predict the reactants needed to synthesize it. The reactants are: [CH3:1][N:2]1[CH2:8][CH2:7][CH2:6][CH2:5][C:4]2[CH:9]=[C:10]([N+:13]([O-])=O)[CH:11]=[CH:12][C:3]1=2.O.NN. (6) Given the product [CH3:1][O:2][C:3]([C:5]1[N:6]([CH2:11][CH3:12])[N:7]=[C:8]([NH:10][CH2:18][C:17]2[CH:20]=[CH:21][C:14]([F:13])=[CH:15][CH:16]=2)[CH:9]=1)=[O:4], predict the reactants needed to synthesize it. The reactants are: [CH3:1][O:2][C:3]([C:5]1[N:6]([CH2:11][CH3:12])[N:7]=[C:8]([NH2:10])[CH:9]=1)=[O:4].[F:13][C:14]1[CH:21]=[CH:20][C:17]([CH:18]=O)=[CH:16][CH:15]=1.C([SiH](CC)CC)C.FC(F)(F)C(O)=O. (7) Given the product [NH2:39][C:29]([CH:17]1[CH2:18][N:19]([C:22]([O:24][C:25]([CH3:28])([CH3:26])[CH3:27])=[O:23])[CH2:20][CH2:21][N:16]1[C:14]([O:13][C:9]([CH3:12])([CH3:11])[CH3:10])=[O:15])=[O:30], predict the reactants needed to synthesize it. The reactants are: ClC(OCC(C)C)=O.[C:9]([O:13][C:14]([N:16]1[CH2:21][CH2:20][N:19]([C:22]([O:24][C:25]([CH3:28])([CH3:27])[CH3:26])=[O:23])[CH2:18][CH:17]1[C:29](O)=[O:30])=[O:15])([CH3:12])([CH3:11])[CH3:10].C(N(CC)CC)C.[NH3:39].